From a dataset of Catalyst prediction with 721,799 reactions and 888 catalyst types from USPTO. Predict which catalyst facilitates the given reaction. Reactant: [C:1]1(=[O:38])[N:5]([CH2:6][C:7]2[C:12]([C:13]([O:15]C)=[O:14])=[CH:11][C:10]([C:17]3[CH:18]=[CH:19][C:20](=[O:26])[N:21]([CH:23]([CH3:25])[CH3:24])[N:22]=3)=[C:9]([C:27]3[CH:32]=[CH:31][CH:30]=[CH:29][CH:28]=3)[N:8]=2)[C:4](=[O:33])[C:3]2=[CH:34][CH:35]=[CH:36][CH:37]=[C:2]12.C[Si](I)(C)C.O.C(Cl)(Cl)Cl. Product: [C:4]1(=[O:33])[N:5]([CH2:6][C:7]2[C:12]([C:13]([OH:15])=[O:14])=[CH:11][C:10]([C:17]3[CH:18]=[CH:19][C:20](=[O:26])[N:21]([CH:23]([CH3:24])[CH3:25])[N:22]=3)=[C:9]([C:27]3[CH:32]=[CH:31][CH:30]=[CH:29][CH:28]=3)[N:8]=2)[C:1](=[O:38])[C:2]2=[CH:37][CH:36]=[CH:35][CH:34]=[C:3]12. The catalyst class is: 382.